Dataset: Full USPTO retrosynthesis dataset with 1.9M reactions from patents (1976-2016). Task: Predict the reactants needed to synthesize the given product. (1) Given the product [CH2:4]([O:6][C:7](=[O:17])[C:8]1[CH:9]=[C:10]([CH3:1])[N:11]=[C:12]([O:14][CH3:15])[CH:13]=1)[CH3:5], predict the reactants needed to synthesize it. The reactants are: [CH3:1][Zn]C.[CH2:4]([O:6][C:7](=[O:17])[C:8]1[CH:13]=[C:12]([O:14][CH3:15])[N:11]=[C:10](Cl)[CH:9]=1)[CH3:5]. (2) Given the product [CH3:1][N:2]1[C:10]2[C:5](=[CH:6][CH:7]=[CH:8][CH:9]=2)[C:4]([CH2:11][CH:12]([CH3:14])[CH3:13])=[C:3]1[C:15]([NH:17][C@H:18]([C:22]([NH:24][CH:25]([C:34](=[O:44])[CH2:35][O:36][C:37]1[CH:42]=[CH:41][CH:40]=[CH:39][C:38]=1[F:43])[CH2:26][C:27]([OH:29])=[O:28])=[O:23])[CH:19]([CH3:20])[CH3:21])=[O:16], predict the reactants needed to synthesize it. The reactants are: [CH3:1][N:2]1[C:10]2[C:5](=[CH:6][CH:7]=[CH:8][CH:9]=2)[C:4]([CH2:11][CH:12]([CH3:14])[CH3:13])=[C:3]1[C:15]([NH:17][C@H:18]([C:22]([NH:24][CH:25]([C:34](=[O:44])[CH2:35][O:36][C:37]1[CH:42]=[CH:41][CH:40]=[CH:39][C:38]=1[F:43])[CH2:26][C:27]([O:29]C(C)(C)C)=[O:28])=[O:23])[CH:19]([CH3:21])[CH3:20])=[O:16].C(O)(C(F)(F)F)=O. (3) Given the product [F:24][C:2]([F:1])([F:23])[S:3]([O:6][C:7]1[C:8]([S:21]([CH3:22])=[O:25])=[C:9]2[C:13](=[CH:14][CH:15]=1)[N:12]([CH:16]([CH2:18][CH2:19][CH3:20])[CH3:17])[CH:11]=[CH:10]2)(=[O:5])=[O:4], predict the reactants needed to synthesize it. The reactants are: [F:1][C:2]([F:24])([F:23])[S:3]([O:6][C:7]1[C:8]([S:21][CH3:22])=[C:9]2[C:13](=[CH:14][CH:15]=1)[N:12]([CH:16]([CH2:18][CH2:19][CH3:20])[CH3:17])[CH:11]=[CH:10]2)(=[O:5])=[O:4].[OH:25]O. (4) Given the product [C:1]1([CH:7]([CH3:29])[CH2:8][NH:9][C:10]([C:12]2[CH:28]=[CH:27][C:15]3[S:16][C:17]4[CH:25]=[CH:24][C:23]([F:26])=[CH:22][C:18]=4[C:19]([C:36]4[CH:35]=[CH:34][CH:33]=[C:32]([Cl:31])[CH:37]=4)=[N:20][C:14]=3[CH:13]=2)=[O:11])[CH:2]=[CH:3][CH:4]=[CH:5][CH:6]=1, predict the reactants needed to synthesize it. The reactants are: [C:1]1([CH:7]([CH3:29])[CH2:8][NH:9][C:10]([C:12]2[CH:28]=[CH:27][C:15]3[S:16][C:17]4[CH:25]=[CH:24][C:23]([F:26])=[CH:22][C:18]=4[C:19](Cl)=[N:20][C:14]=3[CH:13]=2)=[O:11])[CH:6]=[CH:5][CH:4]=[CH:3][CH:2]=1.[Br-].[Cl:31][C:32]1[CH:33]=[C:34]([Zn+])[CH:35]=[CH:36][CH:37]=1. (5) Given the product [C:18]([O:20][N:49]1[C:54](=[O:55])[CH2:53][CH2:52][C:50]1=[O:51])(=[O:19])[CH2:17][CH2:16][CH2:15][CH2:14][CH2:13][CH2:12][CH2:11][CH2:10][CH2:9][CH2:8][CH2:7][CH2:6][CH2:5][CH2:4][CH2:3][CH2:2][C:1]([O:22][C:23]([CH3:26])([CH3:25])[CH3:24])=[O:21], predict the reactants needed to synthesize it. The reactants are: [C:1]([O:22][C:23]([CH3:26])([CH3:25])[CH3:24])(=[O:21])[CH2:2][CH2:3][CH2:4][CH2:5][CH2:6][CH2:7][CH2:8][CH2:9][CH2:10][CH2:11][CH2:12][CH2:13][CH2:14][CH2:15][CH2:16][CH2:17][C:18]([O-:20])=[O:19].CCN(C(C)C)C(C)C.[B-](F)(F)(F)F.CN(C(O[N:49]1[C:54](=[O:55])[CH2:53][CH2:52][C:50]1=[O:51])=[N+](C)C)C. (6) Given the product [CH3:39][N:2]([CH3:1])[C:3]1[N:8]=[C:7]([CH2:9][C:10]2[CH:11]=[CH:12][C:13]([F:16])=[CH:14][CH:15]=2)[C:6]([NH:17][C:25]2[CH:30]=[CH:29][C:28]([O:31][C:32]3[CH:37]=[CH:36][C:35]([F:38])=[CH:34][N:33]=3)=[CH:27][CH:26]=2)=[CH:5][N:4]=1, predict the reactants needed to synthesize it. The reactants are: [CH3:1][N:2]([CH3:39])[C:3]1[N:8]=[C:7]([CH2:9][C:10]2[CH:15]=[CH:14][C:13]([F:16])=[CH:12][CH:11]=2)[C:6]([N:17]([C:25]2[CH:30]=[CH:29][C:28]([O:31][C:32]3[CH:37]=[CH:36][C:35]([F:38])=[CH:34][N:33]=3)=[CH:27][CH:26]=2)C(OC(C)(C)C)=O)=[CH:5][N:4]=1.C(=O)([O-])O.[Na+].